From a dataset of Full USPTO retrosynthesis dataset with 1.9M reactions from patents (1976-2016). Predict the reactants needed to synthesize the given product. The reactants are: [CH3:1][N:2]1[C:6]([C:7]2[CH:8]=[C:9]([NH2:21])[CH:10]=[CH:11][C:12]=2[O:13][CH2:14][CH2:15][N:16]2[CH2:20][CH2:19][CH2:18][CH2:17]2)=[CH:5][CH:4]=[N:3]1.[F:22][C:23]([F:34])([F:33])[C:24]1[CH:32]=[CH:31][C:27]([C:28](O)=[O:29])=[CH:26][CH:25]=1.CN(C(ON1N=NC2C=CC=NC1=2)=[N+](C)C)C.F[P-](F)(F)(F)(F)F.C(N(CC)CC)C. Given the product [CH3:1][N:2]1[C:6]([C:7]2[CH:8]=[C:9]([NH:21][C:28](=[O:29])[C:27]3[CH:31]=[CH:32][C:24]([C:23]([F:22])([F:33])[F:34])=[CH:25][CH:26]=3)[CH:10]=[CH:11][C:12]=2[O:13][CH2:14][CH2:15][N:16]2[CH2:20][CH2:19][CH2:18][CH2:17]2)=[CH:5][CH:4]=[N:3]1, predict the reactants needed to synthesize it.